From a dataset of Peptide-MHC class I binding affinity with 185,985 pairs from IEDB/IMGT. Regression. Given a peptide amino acid sequence and an MHC pseudo amino acid sequence, predict their binding affinity value. This is MHC class I binding data. (1) The peptide sequence is LFLAFVVFLL. The MHC is HLA-A29:02 with pseudo-sequence HLA-A29:02. The binding affinity (normalized) is 0.383. (2) The peptide sequence is CYDLMSFLE. The MHC is HLA-B35:01 with pseudo-sequence HLA-B35:01. The binding affinity (normalized) is 0.0847. (3) The peptide sequence is WMNSTGFTK. The MHC is HLA-A03:01 with pseudo-sequence HLA-A03:01. The binding affinity (normalized) is 0.516. (4) The peptide sequence is SRKASNTIL. The MHC is HLA-B35:01 with pseudo-sequence HLA-B35:01. The binding affinity (normalized) is 0.0847. (5) The peptide sequence is AEQTDAAV. The MHC is Mamu-A11 with pseudo-sequence Mamu-A11. The binding affinity (normalized) is 0.383. (6) The peptide sequence is SEFWLNYTA. The MHC is HLA-A69:01 with pseudo-sequence HLA-A69:01. The binding affinity (normalized) is 0.0847. (7) The peptide sequence is FILGIIITV. The MHC is HLA-A31:01 with pseudo-sequence HLA-A31:01. The binding affinity (normalized) is 0.347.